This data is from Catalyst prediction with 721,799 reactions and 888 catalyst types from USPTO. The task is: Predict which catalyst facilitates the given reaction. Product: [F:1][C:2]([F:16])([F:15])[C:3]1[CH:4]=[C:5]2[C:6](=[CH:10][CH:11]=1)[C:7](=[O:8])[O:13][C:12]2=[O:14]. The catalyst class is: 52. Reactant: [F:1][C:2]([F:16])([F:15])[C:3]1[CH:4]=[C:5]([C:12]([OH:14])=[O:13])[C:6](=[CH:10][CH:11]=1)[C:7](O)=[O:8].C(OC(=O)C)(=O)C.